This data is from Forward reaction prediction with 1.9M reactions from USPTO patents (1976-2016). The task is: Predict the product of the given reaction. (1) The product is: [CH3:1][C:2]1[CH:7]=[CH:6][C:5]([S:8]([O:11][CH2:12][CH:13]2[CH2:17][C:16]3[CH:18]=[CH:19][CH:20]=[C:21]([C:27]4[CH:28]=[CH:29][C:24]([Cl:23])=[CH:25][CH:26]=4)[C:15]=3[O:14]2)(=[O:10])=[O:9])=[CH:4][CH:3]=1. Given the reactants [CH3:1][C:2]1[CH:7]=[CH:6][C:5]([S:8]([O:11][CH2:12][CH:13]2[CH2:17][C:16]3[CH:18]=[CH:19][CH:20]=[C:21](Br)[C:15]=3[O:14]2)(=[O:10])=[O:9])=[CH:4][CH:3]=1.[Cl:23][C:24]1[CH:29]=[CH:28][C:27](B(O)O)=[CH:26][CH:25]=1.C(=O)([O-])[O-].[K+].[K+].CC1C=CC(S(OCC2CC3C(C4C=CC=CC=4)=CC=CC=3O2)(=O)=O)=CC=1, predict the reaction product. (2) Given the reactants [Cl:1][C:2]1[CH:7]=[CH:6][CH:5]=[C:4]([CH2:8][CH2:9]O)[C:3]=1[OH:11].C1(P(C2C=CC=CC=2)C2C=CC=CC=2)C=CC=CC=1, predict the reaction product. The product is: [Cl:1][C:2]1[C:3]2[O:11][CH2:9][CH2:8][C:4]=2[CH:5]=[CH:6][CH:7]=1. (3) Given the reactants [Br:1][C:2]1[CH:3]=[CH:4][CH:5]=[C:6]2[C:11]=1[NH:10][C:9](=O)[N:8]([CH:13]1[CH2:18][CH2:17][O:16][CH2:15][CH2:14]1)[C:7]2=[O:19].P(Cl)(Cl)([Cl:22])=O.C(N(C(C)C)C(C)C)C.C([O-])(O)=O.[Na+], predict the reaction product. The product is: [Br:1][C:2]1[CH:3]=[CH:4][CH:5]=[C:6]2[C:11]=1[N:10]=[C:9]([Cl:22])[N:8]([CH:13]1[CH2:18][CH2:17][O:16][CH2:15][CH2:14]1)[C:7]2=[O:19]. (4) Given the reactants [Cl:1][C:2]1[CH:3]=[C:4]([N:20]2[C:25](=[O:26])[NH:24][C:23](=[O:27])[C:22](C(O)=O)=[N:21]2)[CH:5]=[C:6]([Cl:19])[C:7]=1[CH2:8][C:9]1[CH:14]=[C:13]([CH:15]([CH3:17])[CH3:16])[C:12](=[O:18])[NH:11][N:10]=1.SCC(O)=O, predict the reaction product. The product is: [Cl:1][C:2]1[CH:3]=[C:4]([N:20]2[C:25](=[O:26])[NH:24][C:23](=[O:27])[CH:22]=[N:21]2)[CH:5]=[C:6]([Cl:19])[C:7]=1[CH2:8][C:9]1[CH:14]=[C:13]([CH:15]([CH3:17])[CH3:16])[C:12](=[O:18])[NH:11][N:10]=1. (5) Given the reactants FC(F)(F)C1C=CC(CBr)=CC=1.Br[CH2:14][C:15]1[CH:20]=[CH:19][C:18]([F:21])=[CH:17][CH:16]=1.[CH3:22][C:23]1[N:24]=[C:25]([N:33]2[C:37](=[O:38])[NH:36][N:35]=[CH:34]2)[S:26][C:27]=1[C:28]([O:30][CH2:31][CH3:32])=[O:29], predict the reaction product. The product is: [F:21][C:18]1[CH:19]=[CH:20][C:15]([CH2:14][N:36]2[C:37](=[O:38])[N:33]([C:25]3[S:26][C:27]([C:28]([O:30][CH2:31][CH3:32])=[O:29])=[C:23]([CH3:22])[N:24]=3)[CH:34]=[N:35]2)=[CH:16][CH:17]=1. (6) The product is: [CH:9]([O:12][C:13](=[O:17])[C:6]([CH3:7])([CH3:8])[CH2:21][C:20]#[CH:19])([CH3:11])[CH3:10]. Given the reactants [Li+].CC([N-][CH:6]([CH3:8])[CH3:7])C.[CH:9]([O:12][C:13](=[O:17])C(C)C)([CH3:11])[CH3:10].Br[CH2:19][C:20]#[CH:21].O, predict the reaction product. (7) Given the reactants [CH3:1][C:2]([O:5][C:6]([NH:8][C:9]1[CH:14]=[CH:13][N:12]=[CH:11][C:10]=1[CH:15]=[O:16])=[O:7])([CH3:4])[CH3:3].IN1C(=O)CCC1=O.C(=O)([O-])[O-].[K+].[K+].[O-]S([O-])(=S)=O.[Na+].[Na+].[CH3:38][OH:39], predict the reaction product. The product is: [CH3:38][O:39][C:15](=[O:16])[C:10]1[C:9]([NH:8][C:6]([O:5][C:2]([CH3:3])([CH3:1])[CH3:4])=[O:7])=[CH:14][CH:13]=[N:12][CH:11]=1. (8) Given the reactants [Br:1][C:2]1[CH:3]=[C:4]([CH:11]=[CH:12][N:13]=1)[C:5](N(OC)C)=[O:6].I[C:15]1[C:19]2[CH:20]=[N:21][CH:22]=[CH:23][C:18]=2[N:17]([CH2:24][CH2:25][O:26][CH:27]2[CH2:32][CH2:31][CH2:30][CH2:29][O:28]2)[CH:16]=1, predict the reaction product. The product is: [Br:1][C:2]1[CH:3]=[C:4]([C:5]([C:15]2[C:19]3[CH:20]=[N:21][CH:22]=[CH:23][C:18]=3[N:17]([CH2:24][CH2:25][O:26][CH:27]3[CH2:32][CH2:31][CH2:30][CH2:29][O:28]3)[CH:16]=2)=[O:6])[CH:11]=[CH:12][N:13]=1.